This data is from Tyrosyl-DNA phosphodiesterase HTS with 341,365 compounds. The task is: Binary Classification. Given a drug SMILES string, predict its activity (active/inactive) in a high-throughput screening assay against a specified biological target. (1) The compound is S(c1n(c(nn1)c1c(occ1)C)CC)CC(=O)Nc1c(c2ccccc2)cccc1. The result is 0 (inactive). (2) The molecule is O(CC(=O)N1CCc2c1cccc2)C(=O)COc1cc2oc(=O)cc(c2cc1)C. The result is 0 (inactive). (3) The drug is Clc1cc(c(NC)cc1)C(=O)N. The result is 0 (inactive). (4) The molecule is O=C(N1CCN(CC1)C(OCC)=O)C1CCN(CC1)Cc1c(OC)cc(OC)cc1. The result is 0 (inactive). (5) The compound is Brc1oc(C(OCC(=O)NCc2ccc(cc2)C)=O)cc1. The result is 0 (inactive). (6) The drug is Clc1c(CS(=O)(=O)CC2(O)CCN(CC2)C(=O)CC(C)C)cccc1. The result is 0 (inactive). (7) The result is 0 (inactive). The compound is O1CC(Cc2c1ccc(OC)c2)C(=O)NCCCN1CCN(CC1)c1ccc(OC)cc1. (8) The drug is O=C(Nc1cc(ccc1)C(=O)C)CCNC(=O)c1cc(ccc1)C. The result is 0 (inactive). (9) The molecule is O(CC(NC(=O)C(CC(=O)N(Cc1ccccc1)CCO)CC=C)Cc1c2c([nH]c1)cccc2)C(=O)C(CC(OC(C)(C)C)=O)CC=C. The result is 0 (inactive). (10) The drug is O=C1N(C(=O)NC1(CC)CC)CC(=O)Nc1ccc(n2nnnc2)cc1. The result is 0 (inactive).